This data is from Reaction yield outcomes from USPTO patents with 853,638 reactions. The task is: Predict the reaction yield, written as a fraction of the theoretical maximum amount of product (1.0 means a 100% yield; for example, 0.34 means a 34% yield). (1) The reactants are Cl[C:2]1[C:3]2[C@H:11]([CH3:12])[CH2:10][C:9](=[O:13])[NH:8][C:4]=2[N:5]=[CH:6][N:7]=1.[F:14][C:15]([F:35])([F:34])[C:16]1[N:17]=[C:18]([CH:28]2[CH2:33][CH2:32][NH:31][CH2:30][CH2:29]2)[N:19]([CH2:21][CH2:22][N:23]2[CH2:27][CH2:26][CH2:25][CH2:24]2)[CH:20]=1.C(N(CC)CC)C. The catalyst is CN1CCCC1=O. The product is [CH3:12][C@H:11]1[C:3]2[C:2]([N:31]3[CH2:30][CH2:29][CH:28]([C:18]4[N:19]([CH2:21][CH2:22][N:23]5[CH2:24][CH2:25][CH2:26][CH2:27]5)[CH:20]=[C:16]([C:15]([F:34])([F:35])[F:14])[N:17]=4)[CH2:33][CH2:32]3)=[N:7][CH:6]=[N:5][C:4]=2[NH:8][C:9](=[O:13])[CH2:10]1. The yield is 0.700. (2) The reactants are [CH:1]1([CH:4]=[O:5])[CH2:3][CH2:2]1.[F-].C([N+](CCCC)(CCCC)CCCC)CCC.[F:24][C:25]([Si](C)(C)C)([F:27])[F:26]. The catalyst is O1CCCC1. The yield is 0.270. The product is [CH:1]1([CH:4]([OH:5])[C:25]([F:27])([F:26])[F:24])[CH2:3][CH2:2]1. (3) The reactants are [F:1][C:2]([Si](C)(C)C)([F:4])[F:3].[Br:9][C:10]1[CH:15]=[CH:14][C:13]([CH:16]([CH3:30])[C:17]([C:19]2[CH:20]=[CH:21][C:22]3[O:26][C:25](=[O:27])[N:24]([CH3:28])[C:23]=3[CH:29]=2)=[O:18])=[C:12]([Cl:31])[CH:11]=1.O.O.O.[F-].C([N+](CCCC)(CCCC)CCCC)CCC.[F-].C([N+](CCCC)(CCCC)CCCC)CCC. The catalyst is C1COCC1. The product is [Br:9][C:10]1[CH:15]=[CH:14][C:13]([CH:16]([CH3:30])[C:17]([C:19]2[CH:20]=[CH:21][C:22]3[O:26][C:25](=[O:27])[N:24]([CH3:28])[C:23]=3[CH:29]=2)([OH:18])[C:2]([F:4])([F:3])[F:1])=[C:12]([Cl:31])[CH:11]=1. The yield is 0.670. (4) The reactants are Cl.[Br:2][C:3]1[CH:4]=[C:5]([CH2:9]Cl)[CH:6]=[NH+:7][CH:8]=1.C(N(CC)CC)C.[C:18]([NH:25][C:26]([O:28][C:29]([CH3:32])([CH3:31])[CH3:30])=[O:27])([O:20][C:21]([CH3:24])([CH3:23])[CH3:22])=[O:19].[K]. The catalyst is CN(C=O)C.[Br-].C([N+](CCCC)(CCCC)CCCC)CCC.C(OCC)(=O)C. The product is [Br:2][C:3]1[CH:4]=[C:5]([CH2:9][N:25]([C:18]([O:20][C:21]([CH3:24])([CH3:23])[CH3:22])=[O:19])[C:26]([O:28][C:29]([CH3:30])([CH3:31])[CH3:32])=[O:27])[CH:6]=[N:7][CH:8]=1. The yield is 0.600. (5) The reactants are [H-].[Na+].[Cl:3][C:4]1[C:9]([C:10]2[NH:14][CH:13]=[C:12]([CH2:15][N:16]([CH3:24])[C:17](=[O:23])[O:18][C:19]([CH3:22])([CH3:21])[CH3:20])[C:11]=2[F:25])=[CH:8][CH:7]=[CH:6][N:5]=1.C1OCCOCCOCCOCCOC1.[N:41]1[CH:46]=[CH:45][CH:44]=[C:43]([S:47](Cl)(=[O:49])=[O:48])[CH:42]=1. The catalyst is O1CCCC1.O. The product is [Cl:3][C:4]1[C:9]([C:10]2[N:14]([S:47]([C:43]3[CH:42]=[N:41][CH:46]=[CH:45][CH:44]=3)(=[O:49])=[O:48])[CH:13]=[C:12]([CH2:15][N:16]([CH3:24])[C:17](=[O:23])[O:18][C:19]([CH3:21])([CH3:22])[CH3:20])[C:11]=2[F:25])=[CH:8][CH:7]=[CH:6][N:5]=1. The yield is 0.970. (6) The reactants are Cl[C:2]1([O:13][CH2:14][C:15]2[N:20]=[CH:19][N:18]=[C:17]([NH:21][CH:22]3[CH2:27][CH2:26][O:25][CH2:24][CH2:23]3)[CH:16]=2)[C:11]([CH3:12])=[N:10][C:9]2[C:4](=[CH:5][CH:6]=[CH:7][CH:8]=2)[NH:3]1.[NH:28]1[CH2:32][CH2:31][CH2:30][CH2:29]1. No catalyst specified. The product is [CH3:12][C:11]1[C:2]([O:13][CH2:14][C:15]2[N:20]=[C:19]([N:28]3[CH2:32][CH2:31][CH2:30][CH2:29]3)[N:18]=[C:17]([NH:21][CH:22]3[CH2:27][CH2:26][O:25][CH2:24][CH2:23]3)[CH:16]=2)=[N:3][C:4]2[C:9]([N:10]=1)=[CH:8][CH:7]=[CH:6][CH:5]=2. The yield is 0.730.